Dataset: Catalyst prediction with 721,799 reactions and 888 catalyst types from USPTO. Task: Predict which catalyst facilitates the given reaction. Reactant: [Cl:1][CH2:2][CH2:3][CH2:4][O:5][C:6]1[CH:15]=[C:14]2[C:9]([C:10](O)=[C:11]([C:16]#[N:17])[CH:12]=[N:13]2)=[CH:8][C:7]=1[O:19][CH3:20].O=P(Cl)(Cl)[Cl:23]. Product: [Cl:23][C:10]1[C:9]2[C:14](=[CH:15][C:6]([O:5][CH2:4][CH2:3][CH2:2][Cl:1])=[C:7]([O:19][CH3:20])[CH:8]=2)[N:13]=[CH:12][C:11]=1[C:16]#[N:17]. The catalyst class is: 3.